Dataset: Reaction yield outcomes from USPTO patents with 853,638 reactions. Task: Predict the reaction yield, written as a fraction of the theoretical maximum amount of product (1.0 means a 100% yield; for example, 0.34 means a 34% yield). (1) The reactants are [CH2:1]([C:3]1[C:11]2[CH:10]=[CH:9][S:8][C:7]=2[C:6]([CH3:12])=[CH:5][C:4]=1[O:13][C:14](=[CH:17]NC1C=CC=CC=1)[C:15]#[N:16])[CH3:2].Cl.[NH2:26][C:27]([NH2:29])=[NH:28].C[O-].[Na+]. The catalyst is C(O)C.O. The product is [CH2:1]([C:3]1[C:11]2[CH:10]=[CH:9][S:8][C:7]=2[C:6]([CH3:12])=[CH:5][C:4]=1[O:13][C:14]1[C:15]([NH2:16])=[N:28][C:27]([NH2:29])=[N:26][CH:17]=1)[CH3:2]. The yield is 0.740. (2) The yield is 0.250. The catalyst is C(O)(C)C. The reactants are [C:1]([C:5]1[CH:10]=[CH:9][C:8]([C:11]2[S:15][CH:14]=[C:13]([C:16](=[N:18][NH:19][C:20]([NH:22][C:23]3[CH:32]=[CH:31][C:26]([C:27]([O:29]C)=[O:28])=[C:25]([Cl:33])[CH:24]=3)=[S:21])[CH3:17])[C:12]=2[OH:34])=[CH:7][CH:6]=1)([CH3:4])([CH3:3])[CH3:2].[OH-].[Na+].Cl. The product is [C:1]([C:5]1[CH:10]=[CH:9][C:8]([C:11]2[S:15][CH:14]=[C:13]([C:16](=[N:18][NH:19][C:20]([NH:22][C:23]3[CH:32]=[CH:31][C:26]([C:27]([OH:29])=[O:28])=[C:25]([Cl:33])[CH:24]=3)=[S:21])[CH3:17])[C:12]=2[OH:34])=[CH:7][CH:6]=1)([CH3:2])([CH3:3])[CH3:4]. (3) The reactants are Br[C:2]1[CH:7]=[CH:6][C:5]([O:8][C:9]([F:15])([F:14])[C:10]([F:13])([F:12])[F:11])=[CH:4][CH:3]=1.[C:16](=[N:29][NH2:30])([C:23]1[CH:28]=[CH:27][CH:26]=[CH:25][CH:24]=1)[C:17]1[CH:22]=[CH:21][CH:20]=[CH:19][CH:18]=1.C1(P(C2C=CC=CC=2)C2C=CC3C(=CC=CC=3)C=2C2C3C(=CC=CC=3)C=CC=2P(C2C=CC=CC=2)C2C=CC=CC=2)C=CC=CC=1.O=O.CC(C)([O-])C.[Na+]. The catalyst is C1(C)C=CC=CC=1.C([O-])(=O)C.[Pd+2].C([O-])(=O)C. The product is [C:17]1([C:16]([C:23]2[CH:28]=[CH:27][CH:26]=[CH:25][CH:24]=2)=[N:29][NH:30][C:2]2[CH:7]=[CH:6][C:5]([O:8][C:9]([F:15])([F:14])[C:10]([F:13])([F:12])[F:11])=[CH:4][CH:3]=2)[CH:18]=[CH:19][CH:20]=[CH:21][CH:22]=1. The yield is 0.880. (4) The reactants are [Cl:1][C:2]1[C:7]([CH3:8])=[C:6]([F:9])[CH:5]=[CH:4][C:3]=1[N:10]1[CH2:15][CH2:14][N:13]([CH2:16][CH2:17][CH2:18][CH:19]=[CH:20][C:21]2[N:30]=[C:29]3[C:24]([CH2:25][CH2:26][C:27](=[O:31])[NH:28]3)=[CH:23][CH:22]=2)[CH2:12][CH2:11]1. The catalyst is [Ni].CCO.C1COCC1. The product is [Cl:1][C:2]1[C:7]([CH3:8])=[C:6]([F:9])[CH:5]=[CH:4][C:3]=1[N:10]1[CH2:11][CH2:12][N:13]([CH2:16][CH2:17][CH2:18][CH2:19][CH2:20][C:21]2[N:30]=[C:29]3[C:24]([CH2:25][CH2:26][C:27](=[O:31])[NH:28]3)=[CH:23][CH:22]=2)[CH2:14][CH2:15]1. The yield is 0.890. (5) The reactants are [C:1]([O:5][C:6](=[O:14])[NH:7][CH:8]1[CH2:13][CH2:12][NH:11][CH2:10][CH2:9]1)([CH3:4])([CH3:3])[CH3:2].[CH3:15][C:16]([CH3:18])=O.C(O)(=O)C.[BH3-]C#N.[Na+]. The catalyst is CO. The product is [C:1]([O:5][C:6](=[O:14])[NH:7][CH:8]1[CH2:13][CH2:12][N:11]([CH:16]([CH3:18])[CH3:15])[CH2:10][CH2:9]1)([CH3:4])([CH3:2])[CH3:3]. The yield is 0.733. (6) The product is [Br:1][C:2]1[CH:3]=[C:4]([S:9]([N:12]2[CH2:17][CH2:16][N:15]([CH3:18])[CH2:14][CH2:13]2)(=[O:11])=[O:10])[C:5]([O:20][CH3:19])=[N:6][CH:7]=1. The yield is 0.850. The catalyst is C1COCC1. The reactants are [Br:1][C:2]1[CH:3]=[C:4]([S:9]([N:12]2[CH2:17][CH2:16][N:15]([CH3:18])[CH2:14][CH2:13]2)(=[O:11])=[O:10])[C:5](Cl)=[N:6][CH:7]=1.[CH3:19][O-:20].[Na+]. (7) The reactants are [O:1]=[C:2]1[C@H:8]2[CH2:9][C@H:4]([CH2:5][CH2:6][C@@H:7]2[C:10]([O:12][C:13]([CH3:16])([CH3:15])[CH3:14])=[O:11])[O:3]1.[CH3:17][O-:18].[Na+].Cl. The catalyst is CO. The product is [OH:3][C@H:4]1[CH2:5][CH2:6][C@H:7]([C:10]([O:12][C:13]([CH3:16])([CH3:15])[CH3:14])=[O:11])[C@@H:8]([C:2]([O:18][CH3:17])=[O:1])[CH2:9]1. The yield is 0.884. (8) The yield is 0.990. The product is [NH2:10][C:8]1[CH:9]=[C:4]2[C:5]([C:13]([OH:22])([C:18]([F:21])([F:20])[F:19])[C:14](=[O:15])[NH:1]2)=[CH:6][CH:7]=1. The catalyst is C(OCC)(=O)C. The reactants are [N+:1]([C:4]1[CH:9]=[C:8]([N+:10]([O-])=O)[CH:7]=[CH:6][C:5]=1[C:13]([OH:22])([C:18]([F:21])([F:20])[F:19])[C:14](OC)=[O:15])([O-])=O.Cl. (9) The reactants are C(OC(=O)[NH:7][CH2:8][CH2:9][NH:10][CH:11]([C:15]1[O:16][C:17]2[C:22]([C:23](=[O:32])[C:24]=1[CH2:25][C:26]1[CH:31]=[CH:30][CH:29]=[CH:28][CH:27]=1)=[CH:21][CH:20]=[C:19]([Cl:33])[CH:18]=2)[CH:12]([CH3:14])[CH3:13])(C)(C)C. The catalyst is C(Cl)Cl.FC(F)(F)C(O)=O. The product is [NH2:7][CH2:8][CH2:9][NH:10][CH:11]([C:15]1[O:16][C:17]2[C:22]([C:23](=[O:32])[C:24]=1[CH2:25][C:26]1[CH:27]=[CH:28][CH:29]=[CH:30][CH:31]=1)=[CH:21][CH:20]=[C:19]([Cl:33])[CH:18]=2)[CH:12]([CH3:13])[CH3:14]. The yield is 0.910. (10) The reactants are C(N(CC)CC)C.[Cl:8][C:9]1[CH:17]=[C:16]2[C:12]([C:13]([CH:25]=[O:26])=[CH:14][N:15]2C(OC(C)(C)C)=O)=[CH:11][CH:10]=1.[N:27]1[C:28]([CH:36]=[N:37][C:38]2[CH:43]=[CH:42][N:41]=[C:40]([O:44][CH3:45])[CH:39]=2)=[CH:29][N:30]2[CH:35]=[CH:34][CH:33]=[CH:32][C:31]=12. The catalyst is [Cl-].C([N+]1C(C)=C(CCO)SC=1)C1C=CC=CC=1.C(O)C. The product is [Cl:8][C:9]1[CH:17]=[C:16]2[C:12]([C:13]([C:25](=[O:26])[CH:36]([C:28]3[N:27]=[C:31]4[CH:32]=[CH:33][CH:34]=[CH:35][N:30]4[CH:29]=3)[NH:37][C:38]3[CH:43]=[CH:42][N:41]=[C:40]([O:44][CH3:45])[CH:39]=3)=[CH:14][NH:15]2)=[CH:11][CH:10]=1. The yield is 0.0400.